From a dataset of Catalyst prediction with 721,799 reactions and 888 catalyst types from USPTO. Predict which catalyst facilitates the given reaction. (1) The catalyst class is: 8. Reactant: [N+:1]([C:4]1[CH:9]=[CH:8][CH:7]=[CH:6][C:5]=1[CH2:10][CH2:11][O:12][C:13]1[CH:18]=[CH:17][C:16]([C:19]2[N:29]=[CH:28][CH:27]=[CH:26][C:20]=2[C:21]([O:23]CC)=[O:22])=[CH:15][C:14]=1[C:30]#[N:31])([O-:3])=[O:2].[OH-].[Na+].O. Product: [N+:1]([C:4]1[CH:9]=[CH:8][CH:7]=[CH:6][C:5]=1[CH2:10][CH2:11][O:12][C:13]1[CH:18]=[CH:17][C:16]([C:19]2[N:29]=[CH:28][CH:27]=[CH:26][C:20]=2[C:21]([OH:23])=[O:22])=[CH:15][C:14]=1[C:30]#[N:31])([O-:3])=[O:2]. (2) Reactant: [CH3:1][S:2]([C:5]1[CH:6]=[C:7]2[C:11](=[CH:12][CH:13]=1)[NH:10][C:9](=[O:14])[CH2:8]2)(=[O:4])=[O:3].[Cl:15][C:16]1[CH:21]=[CH:20][C:19]([S:22]([C:25]2[C:26]([CH2:33][CH2:34][C:35]([OH:37])=[O:36])=[C:27]([CH:31]=O)[NH:28][C:29]=2[CH3:30])(=[O:24])=[O:23])=[CH:18][CH:17]=1.N1CCCCC1. Product: [Cl:15][C:16]1[CH:17]=[CH:18][C:19]([S:22]([C:25]2[C:26]([CH2:33][CH2:34][C:35]([OH:37])=[O:36])=[C:27](/[CH:31]=[C:8]3\[C:9](=[O:14])[NH:10][C:11]4[C:7]\3=[CH:6][C:5]([S:2]([CH3:1])(=[O:4])=[O:3])=[CH:13][CH:12]=4)[NH:28][C:29]=2[CH3:30])(=[O:23])=[O:24])=[CH:20][CH:21]=1. The catalyst class is: 8. (3) Reactant: C(=O)([O-])[O-].[K+].[K+].FC(F)(F)C(O)=O.[NH:14]1[CH2:17][CH2:16][CH:15]1[CH2:18][N:19](C(OCC1C=CC=CC=1)=O)[C@H:20]([C:24]([O:26]C)=O)[CH2:21][O:22][CH3:23]. Product: [CH3:23][O:22][CH2:21][CH:20]1[NH:19][CH2:18][CH:15]2[N:14]([CH2:17][CH2:16]2)[C:24]1=[O:26]. The catalyst class is: 5.